From a dataset of HIV replication inhibition screening data with 41,000+ compounds from the AIDS Antiviral Screen. Binary Classification. Given a drug SMILES string, predict its activity (active/inactive) in a high-throughput screening assay against a specified biological target. (1) The result is 0 (inactive). The molecule is CN(C)P1(=O)OCC2CCCC2O1. (2) The molecule is COC(=O)C12CCC(C)(C)CC1C1=CCC3C4(C)CC(O)C(O)C(C)(C(=O)OC)C4CCC3(C)C1(CO)CC2. The result is 0 (inactive). (3) The drug is Cc1c(C2Cc3ccccc3N2)c2ccccc2n1C.Cl. The result is 0 (inactive). (4) The molecule is COC(=O)C=C1CC2OC(O)(C1)C(C)C(=O)OC1CC(C=C(C)C)OC(CC3(O)OC(CCC2O)C(C)C2(O)CCC(C)C(=O)C32)C1C. The result is 0 (inactive). (5) The compound is CC(C)=C=CC(C)(C)NS(=O)(=O)NC(C)(C)C=C=C(C)C. The result is 0 (inactive). (6) The result is 0 (inactive). The drug is CC1(C)CC23C(=O)N(c4ccccc4)C(Nc4ccccc4)=NC2=CC(C#N)=C(C#N)C3O1.